Predict which catalyst facilitates the given reaction. From a dataset of Catalyst prediction with 721,799 reactions and 888 catalyst types from USPTO. Reactant: CS(O[CH:6]1[CH2:9][CH:8]([C:10]([O:12][CH3:13])=[O:11])[CH2:7]1)(=O)=O.[F:14][C:15]([F:24])([F:23])[C:16]1[CH:17]=[C:18]([SH:22])[CH:19]=[CH:20][CH:21]=1. Product: [F:24][C:15]([F:14])([F:23])[C:16]1[CH:17]=[C:18]([S:22][C@H:6]2[CH2:7][C@H:8]([C:10]([O:12][CH3:13])=[O:11])[CH2:9]2)[CH:19]=[CH:20][CH:21]=1. The catalyst class is: 23.